Dataset: Catalyst prediction with 721,799 reactions and 888 catalyst types from USPTO. Task: Predict which catalyst facilitates the given reaction. Reactant: [OH:1][CH2:2][C:3]([C:5]1[N:6]=[CH:7][N:8]2[CH:12]=[CH:11][S:10][C:9]=12)=[O:4].N1C=CN=C1.[Si:18](Cl)([C:21]([CH3:24])([CH3:23])[CH3:22])([CH3:20])[CH3:19]. Product: [Si:18]([O:1][CH2:2][C:3]([C:5]1[N:6]=[CH:7][N:8]2[CH:12]=[CH:11][S:10][C:9]=12)=[O:4])([C:21]([CH3:24])([CH3:23])[CH3:22])([CH3:20])[CH3:19]. The catalyst class is: 163.